Task: Predict which catalyst facilitates the given reaction.. Dataset: Catalyst prediction with 721,799 reactions and 888 catalyst types from USPTO (1) Reactant: C([O:3][C:4]([C:6]1[CH:7]=[C:8]([CH:19]=[CH:20][CH:21]=1)[O:9][C:10]1[CH:15]=[CH:14][C:13]([N+:16]([O-:18])=[O:17])=[CH:12][CH:11]=1)=[O:5])C.C1COCC1.O.O[Li].O. Product: [C:4]([C:6]1[CH:7]=[C:8]([CH:19]=[CH:20][CH:21]=1)[O:9][C:10]1[CH:11]=[CH:12][C:13]([N+:16]([O-:18])=[O:17])=[CH:14][CH:15]=1)([OH:5])=[O:3]. The catalyst class is: 6. (2) Reactant: [O:1]1[C:5]2([CH2:10][CH2:9][CH:8]([CH2:11][CH2:12][NH:13][C:14]3[CH:19]=[C:18]([O:20][CH3:21])[CH:17]=[CH:16][C:15]=3[N+:22]([O-])=O)[CH2:7][CH2:6]2)[O:4][CH2:3][CH2:2]1. Product: [O:1]1[C:5]2([CH2:10][CH2:9][CH:8]([CH2:11][CH2:12][NH:13][C:14]3[CH:19]=[C:18]([O:20][CH3:21])[CH:17]=[CH:16][C:15]=3[NH2:22])[CH2:7][CH2:6]2)[O:4][CH2:3][CH2:2]1. The catalyst class is: 349. (3) Reactant: [F:1][C:2]1[CH:3]=[C:4]([NH:12][CH:13]2[CH2:16][O:15][CH2:14]2)[C:5]([C:8]([O:10][CH3:11])=[O:9])=[N:6][CH:7]=1.[Br:17]N1C(=O)CCC1=O. Product: [Br:17][C:7]1[N:6]=[C:5]([C:8]([O:10][CH3:11])=[O:9])[C:4]([NH:12][CH:13]2[CH2:16][O:15][CH2:14]2)=[CH:3][C:2]=1[F:1]. The catalyst class is: 10.